Predict the reactants needed to synthesize the given product. From a dataset of Full USPTO retrosynthesis dataset with 1.9M reactions from patents (1976-2016). (1) Given the product [C:14]([NH:18][C:2]1[N:7]=[C:6]2[C:8]([Cl:12])=[N:9][CH:10]=[CH:11][C:5]2=[N:4][C:3]=1[CH3:13])([CH3:17])([CH3:16])[CH3:15], predict the reactants needed to synthesize it. The reactants are: Cl[C:2]1[N:7]=[C:6]2[C:8]([Cl:12])=[N:9][CH:10]=[CH:11][C:5]2=[N:4][C:3]=1[CH3:13].[C:14]([NH2:18])([CH3:17])([CH3:16])[CH3:15]. (2) Given the product [Cl:1][C:2]1[CH:3]=[C:4]([CH:7]=[C:8]([O:10][C:11]2[C:16](=[O:17])[N:15]([CH2:18][C:19]3[N:20]=[N:21][C:22]([O:27][CH3:28])=[C:23]([CH2:25][F:39])[CH:24]=3)[CH:14]=[N:13][C:12]=2[C:29]([F:30])([F:31])[F:32])[CH:9]=1)[C:5]#[N:6], predict the reactants needed to synthesize it. The reactants are: [Cl:1][C:2]1[CH:3]=[C:4]([CH:7]=[C:8]([O:10][C:11]2[C:16](=[O:17])[N:15]([CH2:18][C:19]3[N:20]=[N:21][C:22]([O:27][CH3:28])=[C:23]([CH2:25]O)[CH:24]=3)[CH:14]=[N:13][C:12]=2[C:29]([F:32])([F:31])[F:30])[CH:9]=1)[C:5]#[N:6].CCN(S(F)(F)[F:39])CC.